Dataset: Drug-target binding data from BindingDB using IC50 measurements. Task: Regression. Given a target protein amino acid sequence and a drug SMILES string, predict the binding affinity score between them. We predict pIC50 (pIC50 = -log10(IC50 in M); higher means more potent). Dataset: bindingdb_ic50. (1) The small molecule is Cc1cc(C(=O)CN2CCCC2)c(C)n1-c1ccc(F)cc1. The target protein (P54578) has sequence MPLYSVTVKWGKEKFEGVELNTDEPPMVFKAQLFALTGVQPARQKVMVKGGTLKDDDWGNIKIKNGMTLLMMGSADALPEEPSAKTVFVEDMTEEQLASAMELPCGLTNLGNTCYMNATVQCIRSVPELKDALKRYAGALRASGEMASAQYITAALRDLFDSMDKTSSSIPPIILLQFLHMAFPQFAEKGEQGQYLQQDANECWIQMMRVLQQKLEAIEDDSVKETDSSSASAATPSKKKSLIDQFFGVEFETTMKCTESEEEEVTKGKENQLQLSCFINQEVKYLFTGLKLRLQEEITKQSPTLQRNALYIKSSKISRLPAYLTIQMVRFFYKEKESVNAKVLKDVKFPLMLDMYELCTPELQEKMVSFRSKFKDLEDKKVNQQPNTSDKKSSPQKEVKYEPFSFADDIGSNNCGYYDLQAVLTHQGRSSSSGHYVSWVKRKQDEWIKFDDDKVSIVTPEDILRLSGGGDWHIAYVLLYGPRRVEIMEEESEQ. The pIC50 is 5.4. (2) The compound is CCCCCCCCCCC(=O)C(F)(F)F. The target protein sequence is MDARRQVCYYVLALLCVSELSARIPSTEEVVVRTESGWIRGLKRRAEGNKSYASFRGVPYAKQPLGELRFKELQPLEPWQDELDATQEGPVCQQTDVLYGRIMRPRGMSEACIHANIHVPYYALPRDAADKNRFAGLPVLVFIHGGGFAFGSGDSDLHGPEYLVSKDVIVITFNYRLNVYGFLSLNSTSVPGNAGLRDMVTLLKWVQRNAHFFGGRPDDVTLMGQSAGAAATHILSLSKAADGLFRRAILMSGTSSSAFFTTNPVFAQYINKLFVTNIGITATDPEEIHQKLIEMPAEKLNEANRFLLEQFGLTTFFPVVESPINGVTTILDGDPEQLIAKGRGKHIPLIIGFTDAECEIFRRQFEQIDIVSKIKENPGILVPLSVLFSSAPDTVAEITKAMHEKYFKKSVDMEGYIELCTDSYFMYPAISLAIKRARSNGAPVYLYQFSFDGDYSVFREVNHLNFEGAGHIEDLTYVFRTNSMLGGHASFPPHDKDDHM.... The pIC50 is 6.3. (3) The compound is CCCO[C@H](C[C@H](C(C)C)N(CCC)C(=O)[C@@H](NC(=O)[C@H]1CCCCN1C)[C@@H](C)CC)c1nc(C(=O)N[C@@H](Cc2ccc(O)cc2)C[C@H](C)C(=O)NNC(=O)OCCOCCOCCOCCNC(=O)OCc2ccc(NC(=O)[C@H](CCCNC(N)=O)NC(=O)[C@@H](NC(=O)CCCCCN3C(=O)C=CC3=O)C(C)C)cc2)cs1. The target protein (Q12884) has sequence MKTWVKIVFGVATSAVLALLVMCIVLRPSRVHNSEENTMRALTLKDILNGTFSYKTFFPNWISGQEYLHQSADNNIVLYNIETGQSYTILSNRTMKSVNASNYGLSPDRQFVYLESDYSKLWRYSYTATYYIYDLSNGEFVRGNELPRPIQYLCWSPVGSKLAYVYQNNIYLKQRPGDPPFQITFNGRENKIFNGIPDWVYEEEMLATKYALWWSPNGKFLAYAEFNDTDIPVIAYSYYGDEQYPRTINIPYPKAGAKNPVVRIFIIDTTYPAYVGPQEVPVPAMIASSDYYFSWLTWVTDERVCLQWLKRVQNVSVLSICDFREDWQTWDCPKTQEHIEESRTGWAGGFFVSTPVFSYDAISYYKIFSDKDGYKHIHYIKDTVENAIQITSGKWEAINIFRVTQDSLFYSSNEFEEYPGRRNIYRISIGSYPPSKKCVTCHLRKERCQYYTASFSDYAKYYALVCYGPGIPISTLHDGRTDQEIKILEENKELENALKN.... The pIC50 is 7.0. (4) The small molecule is Cn1c(-c2ccccc2F)nnc1C1(c2ccc(Cl)cc2)CCC1. The target protein (P50172) has sequence MAVMKNYLLPILVLFLAYYYYSTNEEFRPEMLQGKKVIVTGASKGIGREMAYHLSKMGAHVVLTARSEEGLQKVVSRCLELGAASAHYIAGTMEDMTFAEQFIVKAGKLMGGLDMLILNHITQTSLSLFHDDIHSVRRVMEVNFLSYVVMSTAALPMLKQSNGSIAVISSLAGKMTQPMIAPYSASKFALDGFFSTIRTELYITKVNVSITLCVLGLIDTETAMKEISGIINAQASPKEECALEIIKGTALRKSEVYYDKSPLTPILLGNPGRKIMEFFSLRYYNKDMFVSN. The pIC50 is 7.7.